From a dataset of Full USPTO retrosynthesis dataset with 1.9M reactions from patents (1976-2016). Predict the reactants needed to synthesize the given product. (1) The reactants are: Br[C:2]1[CH:3]=[C:4]2[C:9](=[CH:10][CH:11]=1)[N:8]=[CH:7][C:6]([C:12](=[O:16])[CH:13]([CH3:15])[CH3:14])=[C:5]2[N:17]1[CH2:22][CH2:21][CH:20]([CH2:23][N:24]2[CH2:28][CH2:27][CH2:26][CH2:25]2)[CH2:19][CH2:18]1.[Cl:29][C:30]1[CH:35]=[C:34](B2OC(C)(C)C(C)(C)O2)[CH:33]=[C:32]([F:45])[C:31]=1[OH:46]. Given the product [Cl:29][C:30]1[CH:35]=[C:34]([C:2]2[CH:3]=[C:4]3[C:9](=[CH:10][CH:11]=2)[N:8]=[CH:7][C:6]([C:12](=[O:16])[CH:13]([CH3:15])[CH3:14])=[C:5]3[N:17]2[CH2:18][CH2:19][CH:20]([CH2:23][N:24]3[CH2:25][CH2:26][CH2:27][CH2:28]3)[CH2:21][CH2:22]2)[CH:33]=[C:32]([F:45])[C:31]=1[OH:46], predict the reactants needed to synthesize it. (2) Given the product [Cl:14][CH2:1][C:2]1[N:3]=[C:4]([N:8]2[CH2:13][CH2:12][CH2:11][CH2:10][CH2:9]2)[S:5][C:6]=1[CH3:7], predict the reactants needed to synthesize it. The reactants are: [CH3:1][C:2]1[N:3]=[C:4]([N:8]2[CH2:13][CH2:12][CH2:11][CH2:10][CH2:9]2)[S:5][C:6]=1[CH3:7].[Cl:14]N1C(=O)CCC1=O.C(=O)([O-])O.[Na+]. (3) Given the product [CH2:1]([O:3][C:4]([N:6]1[CH2:7][CH2:8][N:9]([C:12](=[O:56])[C@@H:13]([NH:22][C:23]([C:25]2[CH:29]=[C:28]([O:30][CH2:31][C:32]([N:34]3[CH2:38][CH2:37][CH2:36][C@H:35]3[C:39]([OH:41])=[O:40])=[O:33])[N:27]([C:49]3[CH:54]=[CH:53][CH:52]=[C:51]([F:55])[CH:50]=3)[N:26]=2)=[O:24])[CH2:14][C:15]([O:17][C:18]([CH3:21])([CH3:20])[CH3:19])=[O:16])[CH2:10][CH2:11]1)=[O:5])[CH3:2], predict the reactants needed to synthesize it. The reactants are: [CH2:1]([O:3][C:4]([N:6]1[CH2:11][CH2:10][N:9]([C:12](=[O:56])[C@@H:13]([NH:22][C:23]([C:25]2[CH:29]=[C:28]([O:30][CH2:31][C:32]([N:34]3[CH2:38][CH2:37][CH2:36][C@H:35]3[C:39]([O:41]CC3C=CC=CC=3)=[O:40])=[O:33])[N:27]([C:49]3[CH:54]=[CH:53][CH:52]=[C:51]([F:55])[CH:50]=3)[N:26]=2)=[O:24])[CH2:14][C:15]([O:17][C:18]([CH3:21])([CH3:20])[CH3:19])=[O:16])[CH2:8][CH2:7]1)=[O:5])[CH3:2]. (4) The reactants are: [C:1]([NH:5][C:6]1[CH:11]=[CH:10][C:9]([C:12]([F:15])([F:14])[F:13])=[CH:8][C:7]=1[N+:16]([O-])=O)([CH3:4])([CH3:3])[CH3:2]. Given the product [C:1]([NH:5][C:6]1[C:7]([NH2:16])=[CH:8][C:9]([C:12]([F:14])([F:15])[F:13])=[CH:10][CH:11]=1)([CH3:4])([CH3:2])[CH3:3], predict the reactants needed to synthesize it. (5) Given the product [NH:30]1[C:29]([CH2:28][C@@H:10]2[CH2:9][C@H:8]([C:4]3[CH:5]=[CH:6][CH:7]=[C:2]([Cl:1])[CH:3]=3)[C@@H:13]([C:14]3[CH:15]=[CH:16][C:17]([Cl:20])=[CH:18][CH:19]=3)[NH:12][C:11]2=[O:21])=[N:33][N:32]=[N:31]1, predict the reactants needed to synthesize it. The reactants are: [Cl:1][C:2]1[CH:3]=[C:4]([C@@H:8]2[C@@H:13]([C:14]3[CH:19]=[CH:18][C:17]([Cl:20])=[CH:16][CH:15]=3)[NH:12][C:11](=[O:21])[CH2:10][CH2:9]2)[CH:5]=[CH:6][CH:7]=1.C([Li])CCC.Cl[CH2:28][C:29]1[NH:33][N:32]=[N:31][N:30]=1. (6) The reactants are: [H-].[H-].[H-].[H-].[Li+].[Al+3].[CH3:7][N:8]([CH3:30])[C:9]1([C:24]2[S:25][C:26]([CH3:29])=[CH:27][CH:28]=2)[CH2:23][CH2:22][C:12]2([CH2:16][N:15]([C:17](=O)[CH2:18][O:19][CH3:20])[CH2:14][CH2:13]2)[CH2:11][CH2:10]1. Given the product [CH3:20][O:19][CH2:18][CH2:17][N:15]1[CH2:16][C:12]2([CH2:11][CH2:10][C:9]([N:8]([CH3:30])[CH3:7])([C:24]3[S:25][C:26]([CH3:29])=[CH:27][CH:28]=3)[CH2:23][CH2:22]2)[CH2:13][CH2:14]1, predict the reactants needed to synthesize it. (7) The reactants are: [OH:1][C:2]1[CH:7]=[CH:6][CH:5]=[CH:4][C:3]=1[C:8]1[N:12]=[C:11]([C:13]2[CH:18]=[CH:17][CH:16]=[CH:15][C:14]=2[OH:19])[N:10]([CH2:20][C:21](OCC)=[O:22])[N:9]=1.[CH3:26][O:27][CH2:28][CH2:29][NH2:30]. Given the product [OH:1][C:2]1[CH:7]=[CH:6][CH:5]=[CH:4][C:3]=1[C:8]1[N:12]=[C:11]([C:13]2[CH:18]=[CH:17][CH:16]=[CH:15][C:14]=2[OH:19])[N:10]([CH2:20][C:21]([NH:30][CH2:29][CH2:28][O:27][CH3:26])=[O:22])[N:9]=1, predict the reactants needed to synthesize it.